From a dataset of Merck oncology drug combination screen with 23,052 pairs across 39 cell lines. Regression. Given two drug SMILES strings and cell line genomic features, predict the synergy score measuring deviation from expected non-interaction effect. (1) Drug 1: N.N.O=C(O)C1(C(=O)O)CCC1.[Pt]. Drug 2: Cn1nnc2c(C(N)=O)ncn2c1=O. Cell line: A2058. Synergy scores: synergy=-14.6. (2) Drug 1: CC(=O)OC1C(=O)C2(C)C(O)CC3OCC3(OC(C)=O)C2C(OC(=O)c2ccccc2)C2(O)CC(OC(=O)C(O)C(NC(=O)c3ccccc3)c3ccccc3)C(C)=C1C2(C)C. Drug 2: Cc1nc(Nc2ncc(C(=O)Nc3c(C)cccc3Cl)s2)cc(N2CCN(CCO)CC2)n1. Cell line: UWB1289. Synergy scores: synergy=2.84. (3) Drug 2: CC(C)CC(NC(=O)C(Cc1ccccc1)NC(=O)c1cnccn1)B(O)O. Cell line: COLO320DM. Drug 1: CC1CC2C3CCC4=CC(=O)C=CC4(C)C3(F)C(O)CC2(C)C1(O)C(=O)CO. Synergy scores: synergy=5.32. (4) Drug 1: CCC1=CC2CN(C1)Cc1c([nH]c3ccccc13)C(C(=O)OC)(c1cc3c(cc1OC)N(C)C1C(O)(C(=O)OC)C(OC(C)=O)C4(CC)C=CCN5CCC31C54)C2. Drug 2: NC(=O)c1cccc2cn(-c3ccc(C4CCCNC4)cc3)nc12. Cell line: OV90. Synergy scores: synergy=14.9. (5) Drug 1: N.N.O=C(O)C1(C(=O)O)CCC1.[Pt]. Drug 2: Cn1cc(-c2cnn3c(N)c(Br)c(C4CCCNC4)nc23)cn1. Cell line: NCIH460. Synergy scores: synergy=17.8. (6) Drug 1: CS(=O)(=O)CCNCc1ccc(-c2ccc3ncnc(Nc4ccc(OCc5cccc(F)c5)c(Cl)c4)c3c2)o1. Drug 2: COC1CC2CCC(C)C(O)(O2)C(=O)C(=O)N2CCCCC2C(=O)OC(C(C)CC2CCC(OP(C)(C)=O)C(OC)C2)CC(=O)C(C)C=C(C)C(O)C(OC)C(=O)C(C)CC(C)C=CC=CC=C1C. Cell line: A2780. Synergy scores: synergy=26.2. (7) Drug 1: COC12C(COC(N)=O)C3=C(C(=O)C(C)=C(N)C3=O)N1CC1NC12. Drug 2: CNC(=O)c1cc(Oc2ccc(NC(=O)Nc3ccc(Cl)c(C(F)(F)F)c3)cc2)ccn1. Cell line: UACC62. Synergy scores: synergy=-21.2. (8) Drug 1: CCN(CC)CCNC(=O)c1c(C)[nH]c(C=C2C(=O)Nc3ccc(F)cc32)c1C. Drug 2: CCc1cnn2c(NCc3ccc[n+]([O-])c3)cc(N3CCCCC3CCO)nc12. Cell line: LNCAP. Synergy scores: synergy=-4.86.